This data is from Reaction yield outcomes from USPTO patents with 853,638 reactions. The task is: Predict the reaction yield, written as a fraction of the theoretical maximum amount of product (1.0 means a 100% yield; for example, 0.34 means a 34% yield). (1) The reactants are [Br:1][C:2]1[CH:7]=[CH:6][C:5]([S:8](Cl)(=[O:10])=[O:9])=[CH:4][C:3]=1[F:12].O.NN.[C:16]([O-])(=O)C.[Na+].IC. The catalyst is C1COCC1.CCCCCCC. The product is [Br:1][C:2]1[CH:7]=[CH:6][C:5]([S:8]([CH3:16])(=[O:10])=[O:9])=[CH:4][C:3]=1[F:12]. The yield is 0.480. (2) The reactants are [C:1]([O:5][C:6]1[CH:13]=[CH:12][C:9]([CH:10]=[O:11])=[CH:8][C:7]=1[O:14][CH3:15])([CH3:4])([CH3:3])[CH3:2].[OH-].[K+].[O-:18][Mn](=O)(=O)=O.[K+]. The catalyst is O1CCOCC1. The product is [C:1]([O:5][C:6]1[CH:13]=[CH:12][C:9]([C:10]([OH:18])=[O:11])=[CH:8][C:7]=1[O:14][CH3:15])([CH3:4])([CH3:3])[CH3:2]. The yield is 0.490. (3) The reactants are [C:1]([O:9][CH2:10][CH3:11])(=[O:8])[CH2:2][C:3]([O:5][CH2:6][CH3:7])=[O:4].C(O)C.[O-]CC.[Na+].Cl[C:20]([C:25]1[CH:30]=[CH:29][C:28]([F:31])=[CH:27][CH:26]=1)([CH3:24])[CH2:21][S:22][CH3:23].ClCC(C1C=CC(F)=CC=1)(C)SC. The catalyst is C(O)C. The product is [F:31][C:28]1[CH:27]=[CH:26][C:25]([C:20]([CH:2]([C:3]([O:5][CH2:6][CH3:7])=[O:4])[C:1]([O:9][CH2:10][CH3:11])=[O:8])([CH3:24])[CH2:21][S:22][CH3:23])=[CH:30][CH:29]=1. The yield is 0.840. (4) The reactants are I[C:2]1[CH:9]=[CH:8][C:5]([CH:6]=[O:7])=[CH:4][C:3]=1[O:10][CH3:11].[CH3:12][C:13]1[CH:18]=[C:17](B(O)O)[CH:16]=[CH:15][N:14]=1.C(=O)([O-])[O-].[Na+].[Na+]. The catalyst is O1CCOCC1.O.Cl[Pd]Cl. The product is [CH3:11][O:10][C:3]1[CH:4]=[C:5]([CH:8]=[CH:9][C:2]=1[C:17]1[CH:16]=[CH:15][N:14]=[C:13]([CH3:12])[CH:18]=1)[CH:6]=[O:7]. The yield is 0.588. (5) The reactants are [C:1]([C:3]1[CH:8]=[CH:7][C:6]([N:9]2[CH2:18][CH2:17][C:16]3[C:15]([NH:19][C:20]4[O:21][CH:22]=[C:23]([C:25]([O:27]CC)=[O:26])[N:24]=4)=[N:14][CH:13]=[N:12][C:11]=3[CH2:10]2)=[CH:5][C:4]=1[C:30]([F:33])([F:32])[F:31])#[N:2].[OH-].[Na+]. The catalyst is C(O)C. The product is [C:1]([C:3]1[CH:8]=[CH:7][C:6]([N:9]2[CH2:18][CH2:17][C:16]3[C:15]([NH:19][C:20]4[O:21][CH:22]=[C:23]([C:25]([OH:27])=[O:26])[N:24]=4)=[N:14][CH:13]=[N:12][C:11]=3[CH2:10]2)=[CH:5][C:4]=1[C:30]([F:33])([F:31])[F:32])#[N:2]. The yield is 0.960. (6) The reactants are Br[C:2]([F:9])([F:8])[C:3]([O:5][CH2:6][CH3:7])=[O:4].I[C:11]1[CH:12]=[CH:13][C:14]([CH3:17])=[N:15][CH:16]=1. The catalyst is CS(C)=O. The product is [F:8][C:2]([F:9])([C:11]1[CH:16]=[N:15][C:14]([CH3:17])=[CH:13][CH:12]=1)[C:3]([O:5][CH2:6][CH3:7])=[O:4]. The yield is 0.590. (7) The reactants are [Cl:1][C:2]1[CH:7]=[C:6]([CH:8]([OH:10])[CH3:9])[C:5]([N+:11]([O-:13])=[O:12])=[CH:4][N:3]=1.CC(OI1(OC(C)=O)(OC(C)=O)OC(=O)C2C=CC=CC1=2)=O.C(OCC)(=O)C. The catalyst is ClCCl. The product is [Cl:1][C:2]1[CH:7]=[C:6]([C:8](=[O:10])[CH3:9])[C:5]([N+:11]([O-:13])=[O:12])=[CH:4][N:3]=1. The yield is 0.960. (8) The reactants are O[C:2]1[C:10]([NH:11][C:12](=[O:23])[CH2:13][CH2:14][CH2:15][CH2:16][C:17]2[CH:22]=[CH:21][CH:20]=[CH:19][CH:18]=2)=[CH:9][CH:8]=[C:7]2[C:3]=1[C:4](=[O:24])[CH2:5][CH2:6]2.C1(C)C=CC(S([O-])(=O)=O)=CC=1.[NH+]1C=CC=CC=1. The catalyst is C1(C)C(C)=CC=CC=1. The product is [C:17]1([CH2:16][CH2:15][CH2:14][CH2:13][C:12]2[O:23][C:2]3[C:3]4[C:4](=[O:24])[CH2:5][CH2:6][C:7]=4[CH:8]=[CH:9][C:10]=3[N:11]=2)[CH:22]=[CH:21][CH:20]=[CH:19][CH:18]=1. The yield is 0.640.